From a dataset of Full USPTO retrosynthesis dataset with 1.9M reactions from patents (1976-2016). Predict the reactants needed to synthesize the given product. The reactants are: Br.[NH2:2][C:3]1[C:4]([OH:17])=[C:5]([C:9]2[O:13][C:12]([C:14]([OH:16])=[O:15])=[CH:11][CH:10]=2)[CH:6]=[CH:7][CH:8]=1.[N:18]([O-])=O.[Na+].[CH3:22][C:23]1([CH3:39])[C:31]2[C:26](=[CH:27][CH:28]=[C:29]([N:32]3[C:36](=[O:37])[CH2:35][C:34]([CH3:38])=[N:33]3)[CH:30]=2)[CH2:25][CH2:24]1.[C:40](=[O:43])(O)[O-:41].[Na+].[CH2:45]([OH:47])C. Given the product [CH3:22][C:23]1([CH3:39])[C:31]2[C:26](=[CH:27][CH:28]=[C:29]([N:32]3[C:36](=[O:37])[C:35](=[N:18][NH:2][C:3]4[C:4]([OH:17])=[C:5]([C:9]5[O:13][C:12]([C:14]([OH:16])=[O:15])=[CH:11][CH:10]=5)[CH:6]=[CH:7][CH:8]=4)[C:34]([CH3:38])=[N:33]3)[CH:30]=2)[CH2:25][CH2:24]1.[CH3:22][C:23]1([CH3:39])[C:31]2[C:26](=[CH:27][CH:28]=[C:29]([N:32]3[C:36](=[O:37])[C:35](=[N:18][NH:2][C:3]4[C:4]([OH:17])=[C:5]([C:9]5[CH:10]=[CH:11][O:47][C:45]=5[C:40]([OH:41])=[O:43])[CH:6]=[CH:7][CH:8]=4)[C:34]([CH3:38])=[N:33]3)[CH:30]=2)[CH2:25][CH2:24]1, predict the reactants needed to synthesize it.